Dataset: Full USPTO retrosynthesis dataset with 1.9M reactions from patents (1976-2016). Task: Predict the reactants needed to synthesize the given product. (1) Given the product [Cl:1][C:2]1[CH:3]=[CH:4][C:5]([NH:8][C:9]([C:11]2[O:19][C:18]3[C:13](=[N:14][C:15]([C:20]([N:41]([CH2:40][CH2:39][O:38][CH3:37])[CH3:42])=[O:22])=[CH:16][CH:17]=3)[C:12]=2[NH:23][C:24](=[O:36])[CH2:25][CH2:26][CH2:27][CH2:28][N:29]2[CH2:34][CH2:33][O:32][CH2:31][C:30]2=[O:35])=[O:10])=[N:6][CH:7]=1, predict the reactants needed to synthesize it. The reactants are: [Cl:1][C:2]1[CH:3]=[CH:4][C:5]([NH:8][C:9]([C:11]2[O:19][C:18]3[C:13](=[N:14][C:15]([C:20]([OH:22])=O)=[CH:16][CH:17]=3)[C:12]=2[NH:23][C:24](=[O:36])[CH2:25][CH2:26][CH2:27][CH2:28][N:29]2[CH2:34][CH2:33][O:32][CH2:31][C:30]2=[O:35])=[O:10])=[N:6][CH:7]=1.[CH3:37][O:38][CH2:39][CH2:40][NH:41][CH3:42]. (2) The reactants are: [OH-].[Na+].C([O:5][C:6](=[O:28])[C:7]1[CH:12]=[C:11]([O:13][CH3:14])[C:10]([O:15][CH2:16][C:17]2[C:22]([CH3:23])=[N:21][C:20]([CH3:24])=[C:19]([CH3:25])[N:18]=2)=[C:9]([O:26][CH3:27])[CH:8]=1)C. Given the product [CH3:23][C:22]1[C:17]([CH2:16][O:15][C:10]2[C:9]([O:26][CH3:27])=[CH:8][C:7]([C:6]([OH:28])=[O:5])=[CH:12][C:11]=2[O:13][CH3:14])=[N:18][C:19]([CH3:25])=[C:20]([CH3:24])[N:21]=1, predict the reactants needed to synthesize it.